Dataset: Reaction yield outcomes from USPTO patents with 853,638 reactions. Task: Predict the reaction yield, written as a fraction of the theoretical maximum amount of product (1.0 means a 100% yield; for example, 0.34 means a 34% yield). (1) The reactants are [Si](OS(C(F)(F)F)(=O)=O)(C)(C)C.[OH:13][C:14]1[CH:15]=[C:16]([CH2:31][C:32]([O:34][CH3:35])=[O:33])[CH:17]=[C:18]([OH:30])[C:19]=1[C@@H:20]1[CH2:25][C:24](=[O:26])[C@H:23]2[CH2:27][C@H:21]1[C:22]2([CH3:29])[CH3:28].C(Cl)Cl.[N+](C)([O-])=O. The catalyst is C(OCC)(=O)C. The product is [CH3:35][O:34][C:32](=[O:33])[CH2:31][C:16]1[CH:15]=[C:14]2[C:19]([C@@H:20]3[CH2:25][C:24](=[O:26])[CH2:23][CH2:27][C@H:21]3[C:22]([CH3:28])([CH3:29])[O:13]2)=[C:18]([OH:30])[CH:17]=1. The yield is 0.450. (2) The reactants are [F:1][C:2]([F:13])([F:12])[C:3]1[N:7]2[CH:8]=[CH:9][N:10]=[CH:11][C:6]2=[CH:5][N:4]=1.[C:14](O[C:14]([O:16][C:17]([CH3:20])([CH3:19])[CH3:18])=[O:15])([O:16][C:17]([CH3:20])([CH3:19])[CH3:18])=[O:15]. The catalyst is C(O)C.[Pd]. The product is [C:17]([O:16][C:14]([N:10]1[CH2:9][CH2:8][N:7]2[C:3]([C:2]([F:1])([F:12])[F:13])=[N:4][CH:5]=[C:6]2[CH2:11]1)=[O:15])([CH3:20])([CH3:19])[CH3:18]. The yield is 0.680.